Dataset: Reaction yield outcomes from USPTO patents with 853,638 reactions. Task: Predict the reaction yield, written as a fraction of the theoretical maximum amount of product (1.0 means a 100% yield; for example, 0.34 means a 34% yield). (1) The reactants are [NH2:1][C:2]1[CH:3]=[CH:4][CH:5]=[C:6]2[C:10]=1[NH:9][CH:8]=[C:7]2[C:11]([N:13]1[CH2:19][C:18]2([CH3:21])[CH2:20][CH:14]1[CH2:15][C:16]([CH3:23])([CH3:22])[CH2:17]2)=[O:12].CCN(C(C)C)C(C)C.[C:33](OC(=O)C)(=[O:35])[CH3:34]. The catalyst is C(Cl)Cl. The product is [CH3:21][C:18]12[CH2:20][CH:14]([N:13]([C:11]([C:7]3[C:6]4[C:10](=[C:2]([NH:1][C:33](=[O:35])[CH3:34])[CH:3]=[CH:4][CH:5]=4)[NH:9][CH:8]=3)=[O:12])[CH2:19]1)[CH2:15][C:16]([CH3:23])([CH3:22])[CH2:17]2. The yield is 0.420. (2) The reactants are [CH3:1][C:2]([N:9]1[C:17]2[C:12](=[CH:13][CH:14]=[CH:15][CH:16]=2)[CH:11]=[C:10]1[CH3:18])([CH3:8])[C:3](OCC)=[O:4].[H-].[Al+3].[Li+].[H-].[H-].[H-]. The catalyst is O1CCCC1. The product is [CH3:8][C:2]([N:9]1[C:17]2[C:12](=[CH:13][CH:14]=[CH:15][CH:16]=2)[CH:11]=[C:10]1[CH3:18])([CH3:1])[CH2:3][OH:4]. The yield is 0.790. (3) The reactants are Cl[C:2]1[CH:11]=[CH:10][C:9]2[C:8](=[O:12])[CH2:7][CH2:6][CH2:5][C:4]=2[N:3]=1.[O:13]=[C:14]1[CH2:22][C:21]2[C:16](=[CH:17][CH:18]=[C:19]([C:23]#[N:24])[CH:20]=2)[NH:15]1.C[Si]([N-][Si](C)(C)C)(C)C.[Na+]. The catalyst is O1CCCC1. The product is [OH:13][C:14]1[NH:15][C:16]2[C:21]([C:22]=1[C:2]1[CH:11]=[CH:10][C:9]3[C:8](=[O:12])[CH2:7][CH2:6][CH2:5][C:4]=3[N:3]=1)=[CH:20][C:19]([C:23]#[N:24])=[CH:18][CH:17]=2. The yield is 0.200. (4) The yield is 0.738. The product is [CH3:15][S:16]([O:1][N:2]=[C:3]([Cl:14])[C@H:4]1[CH2:8][O:7][C:6]2([CH2:13][CH2:12][CH2:11][CH2:10][CH2:9]2)[O:5]1)(=[O:18])=[O:17]. The catalyst is C1COCC1. The reactants are [OH:1][N:2]=[C:3]([Cl:14])[C@H:4]1[CH2:8][O:7][C:6]2([CH2:13][CH2:12][CH2:11][CH2:10][CH2:9]2)[O:5]1.[CH3:15][S:16](Cl)(=[O:18])=[O:17].C(N(C(C)C)C(C)C)C. (5) The catalyst is C1CCCCC1.C(Cl)Cl. The reactants are [N+:1]([C:4]1[CH:10]=[C:9]([C:11]([CH3:14])([CH3:13])[CH3:12])[CH:8]=[CH:7][C:5]=1[NH2:6])([O-:3])=[O:2].CC(O)=O.[CH2:19]([CH2:23][C:24](=O)[CH3:25])[C:20]([CH3:22])=O. The product is [C:11]([C:9]1[CH:8]=[CH:7][C:5]([N:6]2[C:24]([CH3:25])=[CH:23][CH:19]=[C:20]2[CH3:22])=[C:4]([N+:1]([O-:3])=[O:2])[CH:10]=1)([CH3:14])([CH3:13])[CH3:12]. The yield is 0.490. (6) The reactants are [Br:1][C:2]1[CH:3]=[CH:4][N:5]2[CH:10]=[C:9]([CH2:11][CH3:12])[NH:8][C:7](=[O:13])[C:6]=12.[C:14]1(B(O)O)[CH:19]=[CH:18][CH:17]=[CH:16][CH:15]=1.N1C=CC=CC=1. The catalyst is C(Cl)Cl.CC([O-])=O.CC([O-])=O.[Cu+2]. The product is [Br:1][C:2]1[CH:3]=[CH:4][N:5]2[CH:10]=[C:9]([CH2:11][CH3:12])[N:8]([C:14]3[CH:19]=[CH:18][CH:17]=[CH:16][CH:15]=3)[C:7](=[O:13])[C:6]=12. The yield is 0.560.